This data is from Full USPTO retrosynthesis dataset with 1.9M reactions from patents (1976-2016). The task is: Predict the reactants needed to synthesize the given product. (1) Given the product [C:15]([O:19][C:20]([N:22]1[CH2:27][CH2:26][N:25]([C:2]2[C:7]([C:8]3[CH:13]=[CH:12][C:11]([Cl:14])=[CH:10][CH:9]=3)=[N:6][CH:5]=[CH:4][N:3]=2)[CH2:24][CH2:23]1)=[O:21])([CH3:18])([CH3:16])[CH3:17], predict the reactants needed to synthesize it. The reactants are: Cl[C:2]1[C:7]([C:8]2[CH:13]=[CH:12][C:11]([Cl:14])=[CH:10][CH:9]=2)=[N:6][CH:5]=[CH:4][N:3]=1.[C:15]([O:19][C:20]([N:22]1[CH2:27][CH2:26][NH:25][CH2:24][CH2:23]1)=[O:21])([CH3:18])([CH3:17])[CH3:16].C1(P(C2CCCCC2)C2C=CC=CC=2C2C=CC=CC=2)CCCCC1.[Na].CC(O)(C)C. (2) Given the product [F:30][C:10]1[CH:11]=[C:12]([CH2:13][O:14][C:15]2[CH:20]=[CH:19][C:18]([CH2:21][CH2:22][C:23]([O:25][CH2:26][CH3:27])=[O:24])=[C:17]([CH3:28])[C:16]=2[CH3:29])[C:6]2[O:5][C:4]([CH2:3][CH2:2][NH:1][S:39]([CH3:38])(=[O:41])=[O:40])=[CH:8][C:7]=2[CH:9]=1, predict the reactants needed to synthesize it. The reactants are: [NH2:1][CH2:2][CH2:3][C:4]1[O:5][C:6]2[C:12]([CH2:13][O:14][C:15]3[CH:20]=[CH:19][C:18]([CH2:21][CH2:22][C:23]([O:25][CH2:26][CH3:27])=[O:24])=[C:17]([CH3:28])[C:16]=3[CH3:29])=[CH:11][C:10]([F:30])=[CH:9][C:7]=2[CH:8]=1.C(N(CC)CC)C.[CH3:38][S:39](Cl)(=[O:41])=[O:40]. (3) The reactants are: [Cl:1][C:2]1[CH:3]=[CH:4][C:5]2[N:11]3[C:12]([CH3:15])=[N:13][N:14]=[C:10]3[CH:9]([CH2:16][CH2:17]O)[O:8][CH:7]([C:19]3[CH:24]=[CH:23][CH:22]=[C:21]([O:25][CH3:26])[C:20]=3[O:27][CH3:28])[C:6]=2[CH:29]=1.CS(Cl)(=O)=O.[NH:35]1[C:39]([CH2:40][C:41]([O:43][CH2:44][CH3:45])=[O:42])=[N:38][N:37]=[N:36]1.C(=O)([O-])[O-].[K+].[K+]. Given the product [Cl:1][C:2]1[CH:3]=[CH:4][C:5]2[N:11]3[C:12]([CH3:15])=[N:13][N:14]=[C:10]3[CH:9]([CH2:16][CH2:17][N:37]3[NH:36][N:35]=[C:39]([CH2:40][C:41]([O:43][CH2:44][CH3:45])=[O:42])[NH:38]3)[O:8][CH:7]([C:19]3[CH:24]=[CH:23][CH:22]=[C:21]([O:25][CH3:26])[C:20]=3[O:27][CH3:28])[C:6]=2[CH:29]=1, predict the reactants needed to synthesize it.